Task: Predict the product of the given reaction.. Dataset: Forward reaction prediction with 1.9M reactions from USPTO patents (1976-2016) Given the reactants C([NH:8][CH:9]1[CH2:15][CH2:14][CH2:13][N:12]([C:16]([O:18][C:19]([CH3:22])([CH3:21])[CH3:20])=[O:17])[CH2:11][CH2:10]1)C1C=CC=CC=1, predict the reaction product. The product is: [NH2:8][CH:9]1[CH2:15][CH2:14][CH2:13][N:12]([C:16]([O:18][C:19]([CH3:22])([CH3:21])[CH3:20])=[O:17])[CH2:11][CH2:10]1.